From a dataset of Forward reaction prediction with 1.9M reactions from USPTO patents (1976-2016). Predict the product of the given reaction. (1) Given the reactants C(N(S(F)(F)[F:7])CC)C.[N:10]1[CH:15]=[CH:14][C:13]([C:16]2[N:20]3[N:21]=[C:22]([NH:25][C@H:26]4[CH2:31][CH2:30][C@H:29]([CH2:32]O)[CH2:28][CH2:27]4)[CH:23]=[CH:24][C:19]3=[N:18][CH:17]=2)=[CH:12][CH:11]=1.C([O-])(O)=O.[Na+], predict the reaction product. The product is: [F:7][CH2:32][C@H:29]1[CH2:30][CH2:31][C@H:26]([NH:25][C:22]2[CH:23]=[CH:24][C:19]3[N:20]([C:16]([C:13]4[CH:14]=[CH:15][N:10]=[CH:11][CH:12]=4)=[CH:17][N:18]=3)[N:21]=2)[CH2:27][CH2:28]1. (2) Given the reactants [Cl:1][C:2]1[CH:7]=[CH:6][C:5](B(O)O)=[CH:4][CH:3]=1.[Br:11][C:12]1[CH:17]=[CH:16][C:15](Br)=[CH:14][CH:13]=1.C(=O)(O)[O-].[Na+], predict the reaction product. The product is: [Br:11][C:12]1[CH:17]=[CH:16][C:15]([C:5]2[CH:6]=[CH:7][C:2]([Cl:1])=[CH:3][CH:4]=2)=[CH:14][CH:13]=1. (3) Given the reactants F[C:2]1[C:11]([S:12]([CH3:15])(=[O:14])=[O:13])=[CH:10][C:5]([C:6]([O:8][CH3:9])=[O:7])=[C:4]([CH3:16])[CH:3]=1.[F:17][S:18]([F:29])([F:28])([F:27])([F:26])[C:19]1[CH:20]=[C:21]([OH:25])[CH:22]=[CH:23][CH:24]=1, predict the reaction product. The product is: [CH3:15][S:12]([C:11]1[C:2]([O:25][C:21]2[CH:22]=[CH:23][CH:24]=[C:19]([S:18]([F:29])([F:17])([F:26])([F:27])[F:28])[CH:20]=2)=[CH:3][C:4]([CH3:16])=[C:5]([CH:10]=1)[C:6]([O:8][CH3:9])=[O:7])(=[O:14])=[O:13]. (4) Given the reactants C[O:2][C:3]([C:5]1[CH:6]=[N:7][N:8]([C:16]2[CH:21]=[CH:20][CH:19]=[CH:18][CH:17]=2)[C:9]=1[CH:10]1[CH2:15][CH2:14][CH2:13][CH2:12][CH2:11]1)=[O:4].[OH-].[Na+].O.Cl, predict the reaction product. The product is: [CH:10]1([C:9]2[N:8]([C:16]3[CH:21]=[CH:20][CH:19]=[CH:18][CH:17]=3)[N:7]=[CH:6][C:5]=2[C:3]([OH:4])=[O:2])[CH2:11][CH2:12][CH2:13][CH2:14][CH2:15]1. (5) Given the reactants [Br:1][C:2]1[CH:7]=[CH:6][C:5]([OH:8])=[CH:4][C:3]=1[C:9]([F:12])([F:11])[F:10].C([O-])([O-])=O.[K+].[K+].[CH2:19](Br)[C:20]1[CH:25]=[CH:24][CH:23]=[CH:22][CH:21]=1, predict the reaction product. The product is: [CH2:19]([O:8][C:5]1[CH:6]=[CH:7][C:2]([Br:1])=[C:3]([C:9]([F:10])([F:11])[F:12])[CH:4]=1)[C:20]1[CH:25]=[CH:24][CH:23]=[CH:22][CH:21]=1. (6) Given the reactants [OH:1][C:2]1[C:3](=[O:21])[CH:4]=[C:5]([CH2:10][NH:11][S:12]([C:15]2[CH:20]=[CH:19][CH:18]=[CH:17][CH:16]=2)(=[O:14])=[O:13])[O:6][C:7]=1[CH2:8][OH:9].CO.[CH2:24](Br)[C:25]1[CH:30]=[CH:29][CH:28]=[CH:27][CH:26]=1, predict the reaction product. The product is: [CH2:24]([O:1][C:2]1[C:3](=[O:21])[CH:4]=[C:5]([CH2:10][NH:11][S:12]([C:15]2[CH:16]=[CH:17][CH:18]=[CH:19][CH:20]=2)(=[O:14])=[O:13])[O:6][C:7]=1[CH2:8][OH:9])[C:25]1[CH:30]=[CH:29][CH:28]=[CH:27][CH:26]=1. (7) Given the reactants [NH2:1][CH:2]([C:4]1[CH:5]=[C:6]([CH:11]=[CH:12][CH:13]=1)[C:7]([O:9][CH3:10])=[O:8])[CH3:3].[Cl:14][C:15]1[CH:20]=[N:19][CH:18]=[C:17](Cl)[N:16]=1.C(=O)([O-])[O-].[K+].[K+], predict the reaction product. The product is: [Cl:14][C:15]1[N:16]=[C:17]([NH:1][CH:2]([C:4]2[CH:5]=[C:6]([CH:11]=[CH:12][CH:13]=2)[C:7]([O:9][CH3:10])=[O:8])[CH3:3])[CH:18]=[N:19][CH:20]=1. (8) Given the reactants [C:1]1([CH2:6][C@H:7]([NH:14][C:15](=[O:21])[O:16][C:17]([CH3:20])([CH3:19])[CH3:18])[C:8](N(OC)C)=[O:9])[CH2:5][CH2:4][CH2:3][CH:2]=1.[CH2:22]=[C:23]([Mg]Br)[CH3:24], predict the reaction product. The product is: [C:1]1([CH2:6][C@H:7]([NH:14][C:15](=[O:21])[O:16][C:17]([CH3:18])([CH3:19])[CH3:20])[C:8](=[O:9])[C:23]([CH3:24])=[CH2:22])[CH2:5][CH2:4][CH2:3][CH:2]=1. (9) Given the reactants [CH3:1][O:2][C:3](=[O:14])[CH2:4][C:5]1[CH:10]=[C:9](Br)[C:8]([CH3:12])=[CH:7][C:6]=1[CH3:13].[CH:15]1(B(O)O)[CH2:17][CH2:16]1, predict the reaction product. The product is: [CH3:1][O:2][C:3](=[O:14])[CH2:4][C:5]1[CH:10]=[C:9]([CH:15]2[CH2:17][CH2:16]2)[C:8]([CH3:12])=[CH:7][C:6]=1[CH3:13].